Dataset: Reaction yield outcomes from USPTO patents with 853,638 reactions. Task: Predict the reaction yield, written as a fraction of the theoretical maximum amount of product (1.0 means a 100% yield; for example, 0.34 means a 34% yield). (1) The reactants are [Cl:1][C:2]1[N:7]=[C:6]([CH2:8][OH:9])[CH:5]=[CH:4][C:3]=1[O:10][CH:11]([CH3:13])[CH3:12].[O-:14][Mn](=O)(=O)=O.[K+].O. The catalyst is [Br-].C([N+](CCCC)(CCCC)CCCC)CCC.C1C=CC=CC=1. The product is [Cl:1][C:2]1[N:7]=[C:6]([C:8]([OH:14])=[O:9])[CH:5]=[CH:4][C:3]=1[O:10][CH:11]([CH3:13])[CH3:12]. The yield is 0.510. (2) The yield is 0.950. The reactants are Cl[CH2:2][C:3]1[CH:13]=[CH:12][C:6]2[O:7][C:8]([F:11])([F:10])[O:9][C:5]=2[CH:4]=1.[C-:14]#[N:15].[Na+].O.CC(OC)(C)C. The catalyst is CS(C)=O. The product is [F:10][C:8]1([F:11])[O:7][C:6]2[CH:12]=[CH:13][C:3]([CH2:2][C:14]#[N:15])=[CH:4][C:5]=2[O:9]1. (3) The reactants are [C:1]([C:5]1[CH:10]=[CH:9][C:8]([NH:11][C:12](=[O:33])[NH:13][C@@H:14]([C:16]2[CH:21]=[CH:20][C:19]([NH:22][S:23]([CH3:26])(=[O:25])=[O:24])=[C:18]([C:27]#[C:28][Si](C)(C)C)[CH:17]=2)[CH3:15])=[CH:7][CH:6]=1)([CH3:4])([CH3:3])[CH3:2].[F-].C([N+](CCCC)(CCCC)CCCC)CCC. The catalyst is C1COCC1. The product is [C:1]([C:5]1[CH:10]=[CH:9][C:8]([NH:11][C:12](=[O:33])[NH:13][C@@H:14]([C:16]2[CH:21]=[CH:20][C:19]([NH:22][S:23]([CH3:26])(=[O:24])=[O:25])=[C:18]([C:27]#[CH:28])[CH:17]=2)[CH3:15])=[CH:7][CH:6]=1)([CH3:4])([CH3:3])[CH3:2]. The yield is 0.740. (4) The reactants are [F:1][C:2]([F:10])([F:9])[C:3]1[N:4]=[C:5]([NH2:8])[S:6][CH:7]=1.C(#N)C.[Br:14]N1C(=O)CCC1=O. No catalyst specified. The product is [Br:14][C:7]1[S:6][C:5]([NH2:8])=[N:4][C:3]=1[C:2]([F:10])([F:9])[F:1]. The yield is 0.900. (5) The reactants are [CH3:1][O:2][C:3](=[O:5])[CH3:4].C([Si](C)(C)[O:11][CH:12]([C:37]([CH3:40])([CH3:39])[CH3:38])[CH2:13][O:14][C:15]1[CH:20]=[CH:19][C:18]([C:21]([C:26]2[S:30][C:29]([S:31]([NH2:34])(=[O:33])=[O:32])=[C:28]([CH3:35])[CH:27]=2)([CH2:24][CH3:25])[CH2:22][CH3:23])=[CH:17][C:16]=1[CH3:36])(C)(C)C.F. The catalyst is C(#N)C. The product is [CH3:1][O:2][C:3](=[O:5])[CH3:4].[CH2:22]([C:21]([C:26]1[S:30][C:29]([S:31]([NH2:34])(=[O:33])=[O:32])=[C:28]([CH3:35])[CH:27]=1)([C:18]1[CH:19]=[CH:20][C:15]([O:14][CH2:13][CH:12]([OH:11])[C:37]([CH3:39])([CH3:40])[CH3:38])=[C:16]([CH3:36])[CH:17]=1)[CH2:24][CH3:25])[CH3:23]. The yield is 0.820.